Dataset: Forward reaction prediction with 1.9M reactions from USPTO patents (1976-2016). Task: Predict the product of the given reaction. (1) Given the reactants Br[C:2]1[C:3]([N:22]([CH2:24][CH2:25][OH:26])[CH3:23])=[N:4][CH:5]=[C:6]([CH:21]=1)[C:7]([NH:9][C:10]1[CH:15]=[CH:14][C:13]([O:16][C:17]([F:20])([F:19])[F:18])=[CH:12][CH:11]=1)=[O:8].CC1(C)C(C)(C)OB([C:35]2[N:39](COCC[Si](C)(C)C)[N:38]=[CH:37][CH:36]=2)O1.C([O-])([O-])=O.[Na+].[Na+].C(N)CN.CCCC[N+](CCCC)(CCCC)CCCC.[F-].C1COCC1, predict the reaction product. The product is: [OH:26][CH2:25][CH2:24][N:22]([CH3:23])[C:3]1[C:2]([C:35]2[NH:39][N:38]=[CH:37][CH:36]=2)=[CH:21][C:6]([C:7]([NH:9][C:10]2[CH:15]=[CH:14][C:13]([O:16][C:17]([F:20])([F:19])[F:18])=[CH:12][CH:11]=2)=[O:8])=[CH:5][N:4]=1. (2) Given the reactants [CH3:1][O:2][C:3](=[O:19])[CH2:4][C:5]([N:8]1[CH:12]=[C:11]([NH:13][C:14](=[O:18])[CH:15]([NH2:17])[CH3:16])[N:10]=[CH:9]1)([CH3:7])[CH3:6].[F:20][C:21]1[CH:22]=[C:23]([CH2:28][C:29](O)=[O:30])[CH:24]=[C:25]([F:27])[CH:26]=1, predict the reaction product. The product is: [CH3:1][O:2][C:3](=[O:19])[CH2:4][C:5]([N:8]1[CH:12]=[C:11]([NH:13][C:14](=[O:18])[CH:15]([NH:17][C:29](=[O:30])[CH2:28][C:23]2[CH:22]=[C:21]([F:20])[CH:26]=[C:25]([F:27])[CH:24]=2)[CH3:16])[N:10]=[CH:9]1)([CH3:7])[CH3:6]. (3) Given the reactants [O:1]1[C:5]2[CH:6]=[CH:7][C:8]([CH2:10][C:11]([NH:13][C:14]3[CH:22]=[C:21]([F:23])[CH:20]=[C:19]([F:24])[C:15]=3[C:16]([OH:18])=[O:17])=[O:12])=[CH:9][C:4]=2[O:3][CH2:2]1.Cl[CH2:26]Cl, predict the reaction product. The product is: [CH3:26][O:17][C:16](=[O:18])[C:15]1[C:19]([F:24])=[CH:20][C:21]([F:23])=[CH:22][C:14]=1[NH:13][C:11](=[O:12])[CH2:10][C:8]1[CH:7]=[CH:6][C:5]2[O:1][CH2:2][O:3][C:4]=2[CH:9]=1. (4) Given the reactants [CH:1]1([NH:6][C:7]2[CH:12]=[CH:11][N:10]3[N:13]=[C:14]([C:28]4[CH:33]=[CH:32][C:31]([O:34][CH3:35])=[CH:30][CH:29]=4)[C:15]([C:16]4[CH:21]=[CH:20][N:19]=[C:18]([NH:22][CH:23]5[CH2:27][CH2:26][CH2:25][CH2:24]5)[N:17]=4)=[C:9]3[CH:8]=2)[CH2:5][CH2:4][CH2:3][CH2:2]1.C([Li])CCC.[CH:41]([S:44][S:44][CH:41]([CH3:43])[CH3:42])([CH3:43])[CH3:42], predict the reaction product. The product is: [CH:1]1([NH:6][C:7]2[CH:12]=[C:11]([S:44][CH:41]([CH3:43])[CH3:42])[N:10]3[N:13]=[C:14]([C:28]4[CH:29]=[CH:30][C:31]([O:34][CH3:35])=[CH:32][CH:33]=4)[C:15]([C:16]4[CH:21]=[CH:20][N:19]=[C:18]([NH:22][CH:23]5[CH2:24][CH2:25][CH2:26][CH2:27]5)[N:17]=4)=[C:9]3[CH:8]=2)[CH2:2][CH2:3][CH2:4][CH2:5]1. (5) The product is: [F:28][C:9]1[C:8]([OH:7])=[CH:13][CH:12]=[C:11]([F:14])[C:10]=1[C:15]([C:17]1[CH:18]=[C:19]2[C:24](=[CH:25][CH:26]=1)[N:23]=[CH:22][C:21]([C:30]1[CH:35]=[CH:34][CH:33]=[CH:32][CH:31]=1)=[N:20]2)=[O:16]. Given the reactants C(=O)([O:7][C:8]1[CH:13]=[CH:12][C:11]([F:14])=[C:10]([C:15]([C:17]2[CH:18]=[C:19]3[C:24](=[CH:25][CH:26]=2)[N:23]=[CH:22][C:21](Cl)=[N:20]3)=[O:16])[C:9]=1[F:28])OC(C)(C)C.[C:30]1(B(O)O)[CH:35]=[CH:34][CH:33]=[CH:32][CH:31]=1.C([O-])([O-])=O.[Na+].[Na+], predict the reaction product. (6) Given the reactants [H-].[H-].[H-].[H-].[Li+].[Al+3].C([O:9][C:10](=O)[CH:11]([O:20][C:21]1[CH:43]=[CH:42][C:24]2[C:25]3[N:29]([CH2:30][CH2:31][O:32][C:23]=2[CH:22]=1)[CH:28]=[C:27]([C:33]1[N:34]([CH:39]([CH3:41])[CH3:40])[N:35]=[C:36]([CH3:38])[N:37]=1)[N:26]=3)[CH2:12][CH:13]([CH3:19])[C:14](OCC)=[O:15])C.CCOC(C)=O.[C@H](O)(C([O-])=O)[C@@H](O)C([O-])=O.[Na+].[K+], predict the reaction product. The product is: [CH:39]([N:34]1[C:33]([C:27]2[N:26]=[C:25]3[N:29]([CH2:30][CH2:31][O:32][C:23]4[CH:22]=[C:21]([O:20][CH:11]([CH2:12][CH:13]([CH3:19])[CH2:14][OH:15])[CH2:10][OH:9])[CH:43]=[CH:42][C:24]=43)[CH:28]=2)=[N:37][C:36]([CH3:38])=[N:35]1)([CH3:41])[CH3:40]. (7) The product is: [OH:25][C:22]1([CH2:26][N:27]2[C:3](=[O:5])[C:2]3[CH:34]=[N:35][N:36]([CH3:37])[C:30]=3[N:29]=[CH:28]2)[CH2:23][CH2:24][N:19]([C:17](=[O:18])[C@H:9]([NH:8][S:102]([CH:38]=[CH2:40])(=[O:104])=[O:103])[CH2:10][C:11]2[CH:16]=[CH:15][CH:14]=[CH:13][CH:12]=2)[CH2:20][CH2:21]1. Given the reactants F[C:2](F)(F)[C:3]([OH:5])=O.[NH2:8][C@@H:9]([C:17]([N:19]1[CH2:24][CH2:23][C:22]([CH2:26][N:27]2C(=O)C3[CH:34]=[N:35][N:36]([CH3:37])[C:30]=3[N:29]=[CH:28]2)([OH:25])[CH2:21][CH2:20]1)=[O:18])[CH2:10][C:11]1[CH:16]=[CH:15][CH:14]=[CH:13][CH:12]=1.[C:38](O)([C:40](F)(F)F)=O.Cl.C(C(CNC(OC(C)(C)C)=O)C(O)=O)C1C=CC=CC=1.FC(F)(F)C(O)=O.OC1(CN2C(=O)C3C=NN(C)C=3N=C2)CCNCC1.C(N(CC)CC)C.ClCC[S:102](Cl)(=[O:104])=[O:103], predict the reaction product.